This data is from Reaction yield outcomes from USPTO patents with 853,638 reactions. The task is: Predict the reaction yield, written as a fraction of the theoretical maximum amount of product (1.0 means a 100% yield; for example, 0.34 means a 34% yield). (1) The reactants are [CH3:1][C:2]1[N:7]=[C:6]([SH:8])[N:5]=[C:4]([OH:9])[CH:3]=1.C(=O)([O-])[O-].[K+].[K+].Cl[CH2:17][C:18]1[N:19]=[C:20]([CH3:23])[S:21][CH:22]=1. The catalyst is CN(C=O)C. The product is [CH3:1][C:2]1[N:7]=[C:6]([S:8][CH2:17][C:18]2[N:19]=[C:20]([CH3:23])[S:21][CH:22]=2)[N:5]=[C:4]([OH:9])[CH:3]=1. The yield is 0.180. (2) The product is [C:1]([C:5]1[N:6]=[C:7]([N:22]2[CH2:26][CH2:25][C@H:24]([OH:27])[CH2:23]2)[C:8]2[N:13]=[N:12][N:11]([CH2:14][C:15]3[C:16]([NH:40][C:34]4[C:35]5=[N:39][O:38][N:37]=[C:36]5[C:31]([N+:28]([O-:30])=[O:29])=[CH:32][CH:33]=4)=[N:17][CH:18]=[CH:19][CH:20]=3)[C:9]=2[N:10]=1)([CH3:4])([CH3:3])[CH3:2]. The catalyst is O1CCOCC1.C1C=CC(/C=C/C(/C=C/C2C=CC=CC=2)=O)=CC=1.C1C=CC(/C=C/C(/C=C/C2C=CC=CC=2)=O)=CC=1.C1C=CC(/C=C/C(/C=C/C2C=CC=CC=2)=O)=CC=1.[Pd].[Pd]. The yield is 0.160. The reactants are [C:1]([C:5]1[N:6]=[C:7]([N:22]2[CH2:26][CH2:25][C@H:24]([OH:27])[CH2:23]2)[C:8]2[N:13]=[N:12][N:11]([CH2:14][C:15]3[C:16](Cl)=[N:17][CH:18]=[CH:19][CH:20]=3)[C:9]=2[N:10]=1)([CH3:4])([CH3:3])[CH3:2].[N+:28]([C:31]1[C:36]2=[N:37][O:38][N:39]=[C:35]2[C:34]([NH2:40])=[CH:33][CH:32]=1)([O-:30])=[O:29].CC1(C)C2C(=C(P(C3C=CC=CC=3)C3C=CC=CC=3)C=CC=2)OC2C(P(C3C=CC=CC=3)C3C=CC=CC=3)=CC=CC1=2.C([O-])([O-])=O.[Cs+].[Cs+]. (3) The reactants are [Br:1][C:2]1[CH:3]=[C:4]([NH2:8])[CH:5]=[N:6][CH:7]=1.[F:9][C:10]([F:21])([F:20])[C:11](O[C:11](=[O:12])[C:10]([F:21])([F:20])[F:9])=[O:12].C([O-])(O)=O.[Na+]. The catalyst is C1COCC1. The product is [Br:1][C:2]1[CH:3]=[C:4]([NH:8][C:11](=[O:12])[C:10]([F:21])([F:20])[F:9])[CH:5]=[N:6][CH:7]=1. The yield is 0.960.